Dataset: Full USPTO retrosynthesis dataset with 1.9M reactions from patents (1976-2016). Task: Predict the reactants needed to synthesize the given product. (1) Given the product [Cl:1][C:2]1[CH:3]=[CH:4][C:5]([C:35]2[N:40]=[CH:39][CH:38]=[CH:37][N:36]=2)=[C:6]([CH:28]=1)[C:7]([N:9]1[CH2:14][CH2:13][CH2:12][C@@H:11]([CH3:15])[C@H:10]1[CH2:16][N:17]1[C:25](=[O:26])[C:24]2[C:19](=[CH:20][CH:21]=[CH:22][CH:23]=2)[C:18]1=[O:27])=[O:8], predict the reactants needed to synthesize it. The reactants are: [Cl:1][C:2]1[CH:3]=[CH:4][C:5](I)=[C:6]([CH:28]=1)[C:7]([N:9]1[CH2:14][CH2:13][CH2:12][C@@H:11]([CH3:15])[C@H:10]1[CH2:16][N:17]1[C:25](=[O:26])[C:24]2[C:19](=[CH:20][CH:21]=[CH:22][CH:23]=2)[C:18]1=[O:27])=[O:8].C([Sn](CCCC)(CCCC)[C:35]1[N:40]=[CH:39][CH:38]=[CH:37][N:36]=1)CCC.[F-].[Cs+]. (2) Given the product [C:1]([SiH2:5][O:6][C:7]([CH3:17])([CH3:16])[C:8]1[O:12][C:11]([CH2:13][O:21][CH2:20][C:19]([F:23])([F:22])[F:18])=[N:10][C:9]=1[CH3:15])([CH3:4])([CH3:3])[CH3:2], predict the reactants needed to synthesize it. The reactants are: [C:1]([SiH2:5][O:6][C:7]([CH3:17])([CH3:16])[C:8]1[O:12][C:11]([CH2:13]Cl)=[N:10][C:9]=1[CH3:15])([CH3:4])([CH3:3])[CH3:2].[F:18][C:19]([F:23])([F:22])[CH2:20][OH:21].[H-].[Na+].O.